This data is from Full USPTO retrosynthesis dataset with 1.9M reactions from patents (1976-2016). The task is: Predict the reactants needed to synthesize the given product. (1) The reactants are: [CH3:1][CH:2]([CH2:4][N:5]([S:29]([C:32]1[CH:33]=[CH:34][C:35]([NH2:38])=[CH:36][CH:37]=1)(=[O:31])=[O:30])[CH2:6][C@@H:7]([OH:28])[C@@H:8]([NH:16][C:17]([O:19][C@@H:20]1[C@@H:24]2[CH2:25][CH2:26][O:27][C@@H:23]2[O:22][CH2:21]1)=[O:18])[CH2:9][C:10]1[CH:11]=[CH:12][CH:13]=[CH:14][CH:15]=1)[CH3:3].[CH3:39][CH:40]([C:42]1[S:46][CH:45]=[C:44]([CH2:47][N:48]([C:50]([NH:52][C@H:53]([C:57]([NH:59][C@H:60]([CH2:68][C@H:69]([OH:88])[C@@H:70]([NH:78][C:79]([O:81][CH2:82][C:83]2[S:87][CH:86]=[N:85][CH:84]=2)=[O:80])[CH2:71][C:72]2[CH:73]=[CH:74][CH:75]=[CH:76][CH:77]=2)[CH2:61][C:62]2[CH:63]=[CH:64][CH:65]=[CH:66][CH:67]=2)=[O:58])[CH:54]([CH3:56])[CH3:55])=[O:51])[CH3:49])[N:43]=1)[CH3:41].[Si](=O)=O.C(OCCCCCCCCCCCCCCCCCC)(=O)/C=C/C([O-])=O.[Na+]. Given the product [CH3:3][CH:2]([CH2:4][N:5]([S:29]([C:32]1[CH:37]=[CH:36][C:35]([NH2:38])=[CH:34][CH:33]=1)(=[O:31])=[O:30])[CH2:6][C@@H:7]([OH:28])[C@@H:8]([NH:16][C:17]([O:19][C@@H:20]1[C@@H:24]2[CH2:25][CH2:26][O:27][C@@H:23]2[O:22][CH2:21]1)=[O:18])[CH2:9][C:10]1[CH:15]=[CH:14][CH:13]=[CH:12][CH:11]=1)[CH3:1].[CH3:41][CH:40]([C:42]1[S:46][CH:45]=[C:44]([CH2:47][N:48]([C:50]([NH:52][C@H:53]([C:57]([NH:59][C@H:60]([CH2:68][C@H:69]([OH:88])[C@@H:70]([NH:78][C:79]([O:81][CH2:82][C:83]2[S:87][CH:86]=[N:85][CH:84]=2)=[O:80])[CH2:71][C:72]2[CH:73]=[CH:74][CH:75]=[CH:76][CH:77]=2)[CH2:61][C:62]2[CH:63]=[CH:64][CH:65]=[CH:66][CH:67]=2)=[O:58])[CH:54]([CH3:55])[CH3:56])=[O:51])[CH3:49])[N:43]=1)[CH3:39], predict the reactants needed to synthesize it. (2) Given the product [CH2:17]1[CH2:16][O:15][C:12]2[CH:13]=[CH:14][C:9]([NH:8][C:6]3[C:5]([F:19])=[CH:4][N:3]=[C:2]([NH:24][C:23]4[CH:22]=[C:21]([Cl:20])[C:27]([OH:28])=[C:26]([Cl:29])[CH:25]=4)[N:7]=3)=[CH:10][C:11]=2[O:18]1, predict the reactants needed to synthesize it. The reactants are: Cl[C:2]1[N:7]=[C:6]([NH:8][C:9]2[CH:14]=[CH:13][C:12]3[O:15][CH2:16][CH2:17][O:18][C:11]=3[CH:10]=2)[C:5]([F:19])=[CH:4][N:3]=1.[Cl:20][C:21]1[CH:22]=[C:23]([CH:25]=[C:26]([Cl:29])[C:27]=1[OH:28])[NH2:24].